This data is from Full USPTO retrosynthesis dataset with 1.9M reactions from patents (1976-2016). The task is: Predict the reactants needed to synthesize the given product. (1) Given the product [C:10]([O-:29])(=[O:28])[CH2:11][CH2:12][CH2:13][CH2:14][CH2:15][CH2:16][CH2:17]/[CH:18]=[CH:19]\[CH2:20][CH2:21][CH2:22][CH2:23][CH2:24][CH2:25][CH2:26][CH3:27].[Co+2:5].[C:10]([O-:29])(=[O:28])[CH2:11][CH2:12][CH2:13][CH2:14][CH2:15][CH2:16][CH2:17]/[CH:18]=[CH:19]\[CH2:20][CH2:21][CH2:22][CH2:23][CH2:24][CH2:25][CH2:26][CH3:27], predict the reactants needed to synthesize it. The reactants are: C([O-])(=O)C.[Co+2:5].C([O-])(=O)C.[C:10]([OH:29])(=[O:28])[CH2:11][CH2:12][CH2:13][CH2:14][CH2:15][CH2:16][CH2:17]/[CH:18]=[CH:19]\[CH2:20][CH2:21][CH2:22][CH2:23][CH2:24][CH2:25][CH2:26][CH3:27]. (2) The reactants are: [F:1][C:2]([F:16])([F:15])[CH2:3][O:4][C:5]1[N:10]=[CH:9][C:8]([C:11](=O)[CH2:12][CH3:13])=[CH:7][CH:6]=1.[CH3:17][C:18]([S@:21]([NH2:23])=[O:22])([CH3:20])[CH3:19]. Given the product [CH3:17][C:18]([S@:21]([NH:23][CH:11]([C:8]1[CH:9]=[N:10][C:5]([O:4][CH2:3][C:2]([F:16])([F:15])[F:1])=[CH:6][CH:7]=1)[CH2:12][CH3:13])=[O:22])([CH3:20])[CH3:19], predict the reactants needed to synthesize it. (3) Given the product [NH2:1][C:2]1[C:3]2[C:10]([C:11]3[CH:16]=[CH:15][C:14]([NH:17][C:18](=[O:26])[O:19][CH2:36][C:37]4[CH:42]=[CH:41][C:40]([NH2:43])=[CH:39][CH:38]=4)=[C:13]([O:27][CH3:28])[CH:12]=3)=[CH:9][N:8]([CH:29]3[CH2:34][CH2:33][O:32][CH2:31][CH2:30]3)[C:4]=2[N:5]=[CH:6][N:7]=1, predict the reactants needed to synthesize it. The reactants are: [NH2:1][C:2]1[C:3]2[C:10]([C:11]3[CH:16]=[CH:15][C:14]([NH:17][C:18](=[O:26])[O:19]C4C=CC=CC=4)=[C:13]([O:27][CH3:28])[CH:12]=3)=[CH:9][N:8]([CH:29]3[CH2:34][CH2:33][O:32][CH2:31][CH2:30]3)[C:4]=2[N:5]=[CH:6][N:7]=1.O[CH2:36][C:37]1[CH:42]=[CH:41][C:40]([NH:43]C(=O)OC(C)(C)C)=[CH:39][CH:38]=1. (4) The reactants are: [OH:1][C:2]1[CH:7]=[C:6]([C:8]([F:11])([F:10])[F:9])[CH:5]=[CH:4][C:3]=1[C:12]1[N:17]=[CH:16][N:15]=[C:14]([O:18][C:19]2[C:24]3[N:25]=[C:26]([NH:28][C:29](=[O:31])[CH3:30])[S:27][C:23]=3[CH:22]=[CH:21][CH:20]=2)[CH:13]=1.Cl.Cl[CH2:34][CH2:35][CH:36]1[CH2:40][CH2:39][CH2:38][N:37]1[CH3:41].C(=O)([O-])[O-].[Na+].[Na+].[I-].[Na+]. Given the product [CH3:41][N:37]1[CH2:38][CH2:39][CH2:40][CH:36]1[CH2:35][CH2:34][O:1][C:2]1[CH:7]=[C:6]([C:8]([F:11])([F:9])[F:10])[CH:5]=[CH:4][C:3]=1[C:12]1[N:17]=[CH:16][N:15]=[C:14]([O:18][C:19]2[C:24]3[N:25]=[C:26]([NH:28][C:29](=[O:31])[CH3:30])[S:27][C:23]=3[CH:22]=[CH:21][CH:20]=2)[CH:13]=1, predict the reactants needed to synthesize it. (5) Given the product [N+:11]([C:4]1[CH:5]=[CH:6][C:1]([CH2:7][CH2:8][CH2:9][NH2:10])=[CH:2][CH:3]=1)([O-:13])=[O:12], predict the reactants needed to synthesize it. The reactants are: [C:1]1([CH2:7][CH2:8][CH2:9][NH2:10])[CH:6]=[CH:5][CH:4]=[CH:3][CH:2]=1.[N+:11]([O-])([OH:13])=[O:12].